This data is from Reaction yield outcomes from USPTO patents with 853,638 reactions. The task is: Predict the reaction yield, written as a fraction of the theoretical maximum amount of product (1.0 means a 100% yield; for example, 0.34 means a 34% yield). (1) The reactants are [CH3:1][O:2][CH2:3][CH2:4][CH2:5][O:6][CH:7]([C:37]1[CH:42]=[CH:41][CH:40]=[CH:39][CH:38]=1)[CH:8]1[CH2:13][CH2:12][CH2:11][N:10]([C:14]([NH:19][C@@H:20]([CH2:30][CH:31]2[CH2:36][CH2:35][CH2:34][CH2:33][CH2:32]2)[CH2:21][NH:22]C(=O)OC(C)(C)C)=[CH:15][N+:16]([O-:18])=[O:17])[CH2:9]1. The catalyst is C(O)(C(F)(F)F)=O.C(Cl)Cl. The product is [CH3:1][O:2][CH2:3][CH2:4][CH2:5][O:6][CH:7]([C:37]1[CH:38]=[CH:39][CH:40]=[CH:41][CH:42]=1)[CH:8]1[CH2:13][CH2:12][CH2:11][N:10]([C:14]([NH:19][C@@H:20]([CH2:30][CH:31]2[CH2:36][CH2:35][CH2:34][CH2:33][CH2:32]2)[CH2:21][NH2:22])=[CH:15][N+:16]([O-:18])=[O:17])[CH2:9]1. The yield is 0.680. (2) The reactants are [C:1]([O-:4])(=[S:3])[CH3:2].[K+].Br[C:7]([CH3:28])([CH3:27])[C:8]([NH:10][C:11]1[O:15][N:14]=[C:13]([C:16]([CH3:26])([CH3:25])[CH2:17][O:18][CH:19]2[CH2:24][CH2:23][CH2:22][CH2:21][O:20]2)[CH:12]=1)=[O:9].C(OCC)C. The catalyst is CN(C=O)C. The product is [CH3:26][C:16]([C:13]1[CH:12]=[C:11]([NH:10][C:8]([C:7]([S:3][C:1](=[O:4])[CH3:2])([CH3:28])[CH3:27])=[O:9])[O:15][N:14]=1)([CH3:25])[CH2:17][O:18][CH:19]1[CH2:24][CH2:23][CH2:22][CH2:21][O:20]1. The yield is 0.580.